Dataset: Reaction yield outcomes from USPTO patents with 853,638 reactions. Task: Predict the reaction yield, written as a fraction of the theoretical maximum amount of product (1.0 means a 100% yield; for example, 0.34 means a 34% yield). (1) The reactants are [CH3:1][C:2]1[CH:7]=[C:6]([N+:8]([O-:10])=[O:9])[CH:5]=[CH:4][C:3]=1[OH:11].C(=O)([O-])[O-].[K+].[K+].[Cl:18][CH2:19][CH2:20][CH2:21]I. The catalyst is C(#N)C. The product is [Cl:18][CH2:19][CH2:20][CH2:21][O:11][C:3]1[CH:4]=[CH:5][C:6]([N+:8]([O-:10])=[O:9])=[CH:7][C:2]=1[CH3:1]. The yield is 0.520. (2) The reactants are Cl[C:2]1[N:10]=[C:9]2[C:5]([N:6]=[C:7]([CH2:12][N:13]3[CH2:16][CH:15]([N:17]4[CH2:22][CH2:21][O:20][CH2:19][CH2:18]4)[CH2:14]3)[N:8]2[CH3:11])=[C:4]([N:23]2[CH2:28][CH2:27][O:26][CH2:25][CH2:24]2)[N:3]=1.[CH:29]([C:32]1[NH:33][C:34]2[CH:40]=[CH:39][CH:38]=[CH:37][C:35]=2[N:36]=1)([CH3:31])[CH3:30].CC(C1C=C(C(C)C)C(C2C=CC=CC=2P(C2CCCCC2)C2CCCCC2)=C(C(C)C)C=1)C.C([O-])([O-])=O.[Cs+].[Cs+]. The catalyst is O1CCOCC1.C1C=CC(/C=C/C(/C=C/C2C=CC=CC=2)=O)=CC=1.C1C=CC(/C=C/C(/C=C/C2C=CC=CC=2)=O)=CC=1.C1C=CC(/C=C/C(/C=C/C2C=CC=CC=2)=O)=CC=1.[Pd].[Pd]. The product is [CH:29]([C:32]1[N:33]([C:2]2[N:10]=[C:9]3[C:5]([N:6]=[C:7]([CH2:12][N:13]4[CH2:14][CH:15]([N:17]5[CH2:22][CH2:21][O:20][CH2:19][CH2:18]5)[CH2:16]4)[N:8]3[CH3:11])=[C:4]([N:23]3[CH2:24][CH2:25][O:26][CH2:27][CH2:28]3)[N:3]=2)[C:34]2[CH:40]=[CH:39][CH:38]=[CH:37][C:35]=2[N:36]=1)([CH3:31])[CH3:30]. The yield is 0.680. (3) The reactants are [CH2:1]([N:4]([C:10]([O:12][CH2:13][C:14]1[CH:19]=[CH:18][CH:17]=[CH:16][CH:15]=1)=[O:11])[CH2:5][CH2:6][C:7]([OH:9])=O)[CH:2]=[CH2:3].CCN(C(C)C)C(C)C.CN(C(ON1N=NC2C=CC=NC1=2)=[N+](C)C)C.F[P-](F)(F)(F)(F)F.[CH2:53]([C@@H:60]1[CH2:64][O:63][C:62](=[O:65])[NH:61]1)[C:54]1[CH:59]=[CH:58][CH:57]=[CH:56][CH:55]=1. The catalyst is C(Cl)Cl. The product is [CH2:1]([N:4]([CH2:5][CH2:6][C:7]([N:61]1[C@H:60]([CH2:53][C:54]2[CH:59]=[CH:58][CH:57]=[CH:56][CH:55]=2)[CH2:64][O:63][C:62]1=[O:65])=[O:9])[C:10](=[O:11])[O:12][CH2:13][C:14]1[CH:19]=[CH:18][CH:17]=[CH:16][CH:15]=1)[CH:2]=[CH2:3]. The yield is 0.690. (4) The reactants are [CH3:1][C:2]1([CH3:22])[CH2:6][N:5]([C:7]2[CH:12]=[CH:11][C:10]([C:13]#[C:14][C:15]3[CH:20]=[CH:19][CH:18]=[CH:17][CH:16]=3)=[CH:9][N:8]=2)[C:4](=[O:21])[NH:3]1.[H-].[Na+].IC.[C:27]([O-])(O)=O.[Na+]. The catalyst is CN(C=O)C. The product is [CH3:27][N:3]1[C:2]([CH3:22])([CH3:1])[CH2:6][N:5]([C:7]2[CH:12]=[CH:11][C:10]([C:13]#[C:14][C:15]3[CH:16]=[CH:17][CH:18]=[CH:19][CH:20]=3)=[CH:9][N:8]=2)[C:4]1=[O:21]. The yield is 0.810. (5) The reactants are [CH2:1]([O:3][C:4](=[O:33])[CH2:5][NH:6][CH2:7][C:8]1[CH:13]=[CH:12][CH:11]=[C:10]([O:14][CH2:15][CH2:16][C:17]2[N:18]=[C:19]([C:23]3[CH:28]=[CH:27][C:26]([C:29]([F:32])([F:31])[F:30])=[CH:25][CH:24]=3)[O:20][C:21]=2[CH3:22])[CH:9]=1)[CH3:2].[CH3:34][N:35]([S:39](Cl)(=[O:41])=[O:40])[CH2:36][C:37]#[CH:38].C(N(CC)CC)C. No catalyst specified. The product is [CH2:1]([O:3][C:4](=[O:33])[CH2:5][N:6]([S:39]([N:35]([CH3:34])[CH2:36][C:37]#[CH:38])(=[O:41])=[O:40])[CH2:7][C:8]1[CH:13]=[CH:12][CH:11]=[C:10]([O:14][CH2:15][CH2:16][C:17]2[N:18]=[C:19]([C:23]3[CH:28]=[CH:27][C:26]([C:29]([F:30])([F:32])[F:31])=[CH:25][CH:24]=3)[O:20][C:21]=2[CH3:22])[CH:9]=1)[CH3:2]. The yield is 0.810. (6) The reactants are [Br:1][C:2]1[CH:25]=[CH:24][C:5]2[C:6]([CH3:23])=[N:7][CH:8]([NH:12][C:13](=[O:22])[O:14][CH2:15][C:16]3[CH:21]=[CH:20][CH:19]=[CH:18][CH:17]=3)[C:9](=[O:11])[NH:10][C:4]=2[CH:3]=1.[C:26](=O)([O-])[O-].[K+].[K+].IC. The catalyst is CN(C)C=O.O.C(OCC)(=O)C. The product is [Br:1][C:2]1[CH:25]=[CH:24][C:5]2[C:6]([CH3:23])=[N:7][CH:8]([NH:12][C:13](=[O:22])[O:14][CH2:15][C:16]3[CH:21]=[CH:20][CH:19]=[CH:18][CH:17]=3)[C:9](=[O:11])[N:10]([CH3:26])[C:4]=2[CH:3]=1. The yield is 0.775. (7) The reactants are [C:1]([C:5]1[CH:17]=[CH:16][C:15]2[C:14]3[C:9](=[CH:10][C:11]([C:18]([CH3:21])([CH3:20])[CH3:19])=[CH:12][CH:13]=3)[N:8]([C:22]3[CH:27]=[C:26]([C:28]([CH3:35])([CH2:30][C:31]([CH3:34])([CH3:33])[CH3:32])[CH3:29])[CH:25]=[CH:24][C:23]=3[O:36][CH:37]3[CH2:42][CH2:41][CH2:40][CH2:39][O:38]3)[C:7]=2[CH:6]=1)([CH3:4])([CH3:3])[CH3:2].C([Li])CCC.C(O[B:52]1[O:56][C:55]([CH3:58])([CH3:57])[C:54]([CH3:60])([CH3:59])[O:53]1)(C)C.C(=O)(O)[O-].[Na+]. The catalyst is C(#N)C.O1CCCC1. The product is [C:1]([C:5]1[CH:17]=[CH:16][C:15]2[C:14]3[C:9](=[CH:10][C:11]([C:18]([CH3:21])([CH3:19])[CH3:20])=[CH:12][CH:13]=3)[N:8]([C:22]3[CH:27]=[C:26]([C:28]([CH3:29])([CH2:30][C:31]([CH3:34])([CH3:33])[CH3:32])[CH3:35])[CH:25]=[C:24]([B:52]4[O:56][C:55]([CH3:58])([CH3:57])[C:54]([CH3:60])([CH3:59])[O:53]4)[C:23]=3[O:36][CH:37]3[CH2:42][CH2:41][CH2:40][CH2:39][O:38]3)[C:7]=2[CH:6]=1)([CH3:2])([CH3:3])[CH3:4]. The yield is 0.863. (8) The reactants are [O:1]=[C:2]1[C:10]2([C:14]3=[CH:15][C:16]4[O:20][CH2:19][O:18][C:17]=4[CH:21]=[C:13]3[O:12][CH2:11]2)[C:9]2[C:4](=[CH:5][CH:6]=[CH:7][CH:8]=2)[N:3]1[CH2:22][C:23](O)=O.[F:26][C:27]1[CH:28]=[C:29]([NH2:34])[C:30]([NH2:33])=[CH:31][CH:32]=1. The product is [F:26][C:27]1[CH:32]=[CH:31][C:30]2[NH:33][C:23]([CH2:22][N:3]3[C:4]4[C:9](=[CH:8][CH:7]=[CH:6][CH:5]=4)[C:10]4([C:14]5=[CH:15][C:16]6[O:20][CH2:19][O:18][C:17]=6[CH:21]=[C:13]5[O:12][CH2:11]4)[C:2]3=[O:1])=[N:34][C:29]=2[CH:28]=1. The yield is 0.220. The catalyst is C1(C)C=CC=CC=1.O. (9) The reactants are Cl[C:2]1[C:7]([N+:8]([O-:10])=[O:9])=[CH:6][N:5]=[C:4]2[CH:11]=[CH:12][S:13][C:3]=12.OC(C(F)(F)F)=O.[N:21]1([C@@H:26]2[CH2:31][CH2:30][C@H:29]([NH2:32])[CH2:28][CH2:27]2)[CH:25]=[N:24][CH:23]=[N:22]1.C(N(CC)C(C)C)(C)C. The catalyst is C(O)(C)C. The product is [N+:8]([C:7]1[C:2]([NH:32][C@H:29]2[CH2:28][CH2:27][C@@H:26]([N:21]3[CH:25]=[N:24][CH:23]=[N:22]3)[CH2:31][CH2:30]2)=[C:3]2[S:13][CH:12]=[CH:11][C:4]2=[N:5][CH:6]=1)([O-:10])=[O:9]. The yield is 0.200. (10) The reactants are [Br:1][C:2]1[CH:7]=[C:6]([C:8]([CH3:11])([CH3:10])[CH3:9])[NH:5][C:4](=[O:12])[CH:3]=1.[H-].[Na+].I[CH2:16][CH:17]([CH3:19])[CH3:18]. The catalyst is CN(C=O)C. The product is [Br:1][C:2]1[CH:3]=[C:4]([O:12][CH2:16][CH:17]([CH3:19])[CH3:18])[N:5]=[C:6]([C:8]([CH3:9])([CH3:11])[CH3:10])[CH:7]=1. The yield is 0.910.